Predict the reactants needed to synthesize the given product. From a dataset of Full USPTO retrosynthesis dataset with 1.9M reactions from patents (1976-2016). (1) The reactants are: Br[CH2:2][C:3]1[N:4]([CH3:28])[C:5]2[C:10]([N:11]=1)=[C:9]([N:12]1[CH2:17][CH2:16][O:15][CH2:14][CH2:13]1)[N:8]=[C:7]([N:18]1[C:22]3[CH:23]=[CH:24][CH:25]=[CH:26][C:21]=3[N:20]=[C:19]1[CH3:27])[N:6]=2.[CH2:29]1[NH:34][CH2:33][CH2:32][N:31]2[CH2:35][CH2:36][CH2:37][CH2:38][CH:30]12. Given the product [CH2:29]1[N:34]([CH2:2][C:3]2[N:4]([CH3:28])[C:5]3[C:10]([N:11]=2)=[C:9]([N:12]2[CH2:17][CH2:16][O:15][CH2:14][CH2:13]2)[N:8]=[C:7]([N:18]2[C:22]4[CH:23]=[CH:24][CH:25]=[CH:26][C:21]=4[N:20]=[C:19]2[CH3:27])[N:6]=3)[CH2:33][CH2:32][N:31]2[CH2:35][CH2:36][CH2:37][CH2:38][CH:30]12, predict the reactants needed to synthesize it. (2) The reactants are: [NH2:1][C:2]1[CH:3]=[CH:4][C:5]([CH3:21])=[C:6]([C:8]2[CH:13]=[CH:12][C:11]([C:14]([NH:16][CH2:17][CH:18]3[CH2:20][CH2:19]3)=[O:15])=[CH:10][CH:9]=2)[CH:7]=1.[C:22](O)(=[O:29])[C:23]1[CH:28]=[CH:27][CH:26]=[CH:25][CH:24]=1. Given the product [CH:18]1([CH2:17][NH:16][C:14]([C:11]2[CH:12]=[CH:13][C:8]([C:6]3[C:5]([CH3:21])=[CH:4][CH:3]=[C:2]([NH:1][C:22](=[O:29])[C:23]4[CH:28]=[CH:27][CH:26]=[CH:25][CH:24]=4)[CH:7]=3)=[CH:9][CH:10]=2)=[O:15])[CH2:20][CH2:19]1, predict the reactants needed to synthesize it. (3) Given the product [N+:1]([C:4]1[CH:5]=[C:6]2[C:11](=[CH:12][CH:13]=1)[N:10]([C:15]1[CH:20]=[CH:19][CH:18]=[CH:17][CH:16]=1)[C:9](=[O:14])[CH:8]=[N:7]2)([O-:3])=[O:2], predict the reactants needed to synthesize it. The reactants are: [N+:1]([C:4]1[CH:5]=[C:6]2[C:11](=[CH:12][CH:13]=1)[NH:10][C:9](=[O:14])[CH:8]=[N:7]2)([O-:3])=[O:2].[C:15]1(B(O)O)[CH:20]=[CH:19][CH:18]=[CH:17][CH:16]=1.N1C=CC=CC=1. (4) Given the product [Cl-:26].[S:1]1[C:5]2[CH:6]=[CH:7][CH:8]=[CH:9][C:4]=2[N:3]=[C:2]1[C:10]1[C:18]2[CH2:17][CH2:16][NH+:15]([CH3:19])[CH2:14][C:13]=2[S:12][C:11]=1[NH:20][C:21]([CH:23]1[CH2:25][CH2:24]1)=[O:22], predict the reactants needed to synthesize it. The reactants are: [S:1]1[C:5]2[CH:6]=[CH:7][CH:8]=[CH:9][C:4]=2[N:3]=[C:2]1[C:10]1[C:18]2[CH2:17][CH2:16][N:15]([CH3:19])[CH2:14][C:13]=2[S:12][C:11]=1[NH:20][C:21]([CH:23]1[CH2:25][CH2:24]1)=[O:22].[ClH:26]. (5) Given the product [CH3:21][C:5]1[CH:4]=[C:3]([C:22]2[CH:27]=[CH:26][CH:25]=[C:24]([C:28]([F:31])([F:30])[F:29])[CH:23]=2)[C:2]2[N:7]([N:32]=[N:33][N:34]=2)[C:6]=1[C:8]([N:10]1[CH2:15][CH2:14][CH:13]([N:16]2[CH2:20][CH2:19][CH2:18][CH2:17]2)[CH2:12][CH2:11]1)=[O:9], predict the reactants needed to synthesize it. The reactants are: Cl[C:2]1[N:7]=[C:6]([C:8]([N:10]2[CH2:15][CH2:14][CH:13]([N:16]3[CH2:20][CH2:19][CH2:18][CH2:17]3)[CH2:12][CH2:11]2)=[O:9])[C:5]([CH3:21])=[CH:4][C:3]=1[C:22]1[CH:27]=[CH:26][CH:25]=[C:24]([C:28]([F:31])([F:30])[F:29])[CH:23]=1.[N-:32]=[N+:33]=[N-:34].[Na+].